This data is from Reaction yield outcomes from USPTO patents with 853,638 reactions. The task is: Predict the reaction yield, written as a fraction of the theoretical maximum amount of product (1.0 means a 100% yield; for example, 0.34 means a 34% yield). (1) The reactants are [F:1][C:2]1([F:45])[CH2:7][C@H:6]([O:8][C:9]2[CH:14]=[CH:13][C:12]([S:15]([N:18](CC3C=CC(OC)=CC=3OC)[C:19]3[CH:24]=[CH:23][N:22]=[CH:21][N:20]=3)(=[O:17])=[O:16])=[C:11]([F:36])[CH:10]=2)[C@@H:5]([C:37]2[CH:38]=[N:39][N:40](COC)[CH:41]=2)[CH2:4][CH2:3]1.C([SiH](CC)CC)C. The catalyst is ClCCl.FC(F)(F)C(O)=O. The product is [F:45][C:2]1([F:1])[CH2:7][C@H:6]([O:8][C:9]2[CH:14]=[CH:13][C:12]([S:15]([NH:18][C:19]3[CH:24]=[CH:23][N:22]=[CH:21][N:20]=3)(=[O:16])=[O:17])=[C:11]([F:36])[CH:10]=2)[C@@H:5]([C:37]2[CH:41]=[N:40][NH:39][CH:38]=2)[CH2:4][CH2:3]1. The yield is 0.480. (2) The reactants are [CH2:1]([Mg]Br)[CH:2]=[CH2:3].[Cl:6][CH2:7][CH2:8][C:9]([C:11]1[CH:16]=[CH:15][C:14]([F:17])=[CH:13][CH:12]=1)=[O:10]. The catalyst is C1COCC1. The product is [Cl:6][CH2:7][CH2:8][C:9]([C:11]1[CH:12]=[CH:13][C:14]([F:17])=[CH:15][CH:16]=1)([OH:10])[CH2:3][CH:2]=[CH2:1]. The yield is 0.970. (3) The reactants are [Cl:1][C:2]1[CH:11]=[C:10]2[C:5]([CH2:6][CH2:7][CH2:8][N:9]2[C:12]2[C:16]3[CH2:17][NH:18][CH2:19][CH2:20][C:15]=3[N:14]([CH:21]3[CH2:26][CH2:25][O:24][CH2:23][CH2:22]3)[N:13]=2)=[CH:4][C:3]=1[C:27]1[CH:28]=[N:29][N:30]([CH3:32])[CH:31]=1.C(N(CC)CC)C.[CH3:40][NH:41][C:42](N1C=CN=C1)=[O:43]. The catalyst is C(Cl)Cl. The product is [Cl:1][C:2]1[CH:11]=[C:10]2[C:5]([CH2:6][CH2:7][CH2:8][N:9]2[C:12]2[C:16]3[CH2:17][N:18]([C:42]([NH:41][CH3:40])=[O:43])[CH2:19][CH2:20][C:15]=3[N:14]([CH:21]3[CH2:26][CH2:25][O:24][CH2:23][CH2:22]3)[N:13]=2)=[CH:4][C:3]=1[C:27]1[CH:28]=[N:29][N:30]([CH3:32])[CH:31]=1. The yield is 0.120. (4) The reactants are [F:1][C:2]([F:7])([F:6])[C:3]([CH3:5])=O.[Cl:8][C:9]1[C:10](=[N:15][NH2:16])[NH:11][CH:12]=[CH:13][CH:14]=1. No catalyst specified. The product is [F:1][C:2]([F:7])([F:6])[C:3](=[N:16][N:15]=[C:10]1[C:9]([Cl:8])=[CH:14][CH:13]=[CH:12][NH:11]1)[CH3:5]. The yield is 0.660.